This data is from Forward reaction prediction with 1.9M reactions from USPTO patents (1976-2016). The task is: Predict the product of the given reaction. Given the reactants Br[C:2]1[CH:27]=[CH:26][C:5]([O:6][C:7]2[C:8]3[CH:23]=[CH:22][C:21]([O:24][CH3:25])=[CH:20][C:9]=3[S:10][C:11]=2[C:12]2[CH:17]=[CH:16][C:15]([O:18][CH3:19])=[CH:14][CH:13]=2)=[CH:4][CH:3]=1.C(N(CC)CC)C.[C:35]([O:39][C:40]([CH3:43])([CH3:42])[CH3:41])(=[O:38])[CH:36]=[CH2:37], predict the reaction product. The product is: [CH3:25][O:24][C:21]1[CH:22]=[CH:23][C:8]2[C:7]([O:6][C:5]3[CH:26]=[CH:27][C:2](/[CH:37]=[CH:36]/[C:35]([O:39][C:40]([CH3:43])([CH3:42])[CH3:41])=[O:38])=[CH:3][CH:4]=3)=[C:11]([C:12]3[CH:17]=[CH:16][C:15]([O:18][CH3:19])=[CH:14][CH:13]=3)[S:10][C:9]=2[CH:20]=1.